The task is: Predict the product of the given reaction.. This data is from Forward reaction prediction with 1.9M reactions from USPTO patents (1976-2016). (1) Given the reactants [Cl:1][C:2]1[C:10]([F:11])=[C:9]2[C:5]([C:6]([S:20][C:21]3[CH:22]=[C:23]([CH:29]=[CH:30][CH:31]=3)[C:24]([O:26][CH2:27][CH3:28])=[O:25])=[CH:7][N:8]2[C:12]2[CH:13]=[N:14][N:15]([CH2:17][CH2:18][CH3:19])[CH:16]=2)=[CH:4][CH:3]=1.C1C(=O)N([Cl:39])C(=O)C1, predict the reaction product. The product is: [Cl:39][C:7]1[N:8]([C:12]2[CH:13]=[N:14][N:15]([CH2:17][CH2:18][CH3:19])[CH:16]=2)[C:9]2[C:5]([C:6]=1[S:20][C:21]1[CH:22]=[C:23]([CH:29]=[CH:30][CH:31]=1)[C:24]([O:26][CH2:27][CH3:28])=[O:25])=[CH:4][CH:3]=[C:2]([Cl:1])[C:10]=2[F:11]. (2) Given the reactants [N:1]1[CH:6]=[CH:5][N:4]=[C:3]2[CH2:7][N:8]([C:11]([O:13][CH2:14][CH3:15])=[O:12])[CH:9]=[CH:10][C:2]=12, predict the reaction product. The product is: [N:1]1[CH:6]=[CH:5][N:4]=[C:3]2[CH2:7][N:8]([C:11]([O:13][CH2:14][CH3:15])=[O:12])[CH2:9][CH2:10][C:2]=12. (3) Given the reactants [NH2:1][C:2]12[C:20](=[O:21])[C:19]3[C:14](=[CH:15][CH:16]=[CH:17][CH:18]=3)[C:3]1([OH:22])[O:4][C:5]1[C:10]2=[CH:9][CH:8]=[C:7]([CH:11]([CH3:13])[CH3:12])[CH:6]=1.[C:23](O)(=[O:25])[CH3:24], predict the reaction product. The product is: [OH:22][C:3]12[C:14]3[C:19](=[CH:18][CH:17]=[CH:16][CH:15]=3)[C:20](=[O:21])[C:2]1([NH:1][C:23](=[O:25])[CH3:24])[C:10]1[C:5]([O:4]2)=[CH:6][C:7]([CH:11]([CH3:13])[CH3:12])=[CH:8][CH:9]=1. (4) Given the reactants [Na].[Br-].[CH3:3][C:4]1([CH3:10])[NH:8][C:7]([NH2:9])=[N:6][CH2:5]1.[C:11](OCC)(=[O:16])[CH2:12][C:13]([O-])=[O:14], predict the reaction product. The product is: [OH:16][C:11]1[N:9]=[C:7]2[NH:8][C:4]([CH3:10])([CH3:3])[CH2:5][N:6]2[C:13](=[O:14])[CH:12]=1. (5) Given the reactants [Cl:1][C:2]1[CH:7]=[CH:6][C:5]([NH:8][C:9]2[C:14]([N+:15]([O-])=O)=[C:13]([N:18]3[CH2:23][CH2:22][O:21][CH2:20][CH2:19]3)[N:12]=[C:11]([C:24]#[N:25])[N:10]=2)=[CH:4][CH:3]=1, predict the reaction product. The product is: [NH2:15][C:14]1[C:9]([NH:8][C:5]2[CH:6]=[CH:7][C:2]([Cl:1])=[CH:3][CH:4]=2)=[N:10][C:11]([C:24]#[N:25])=[N:12][C:13]=1[N:18]1[CH2:23][CH2:22][O:21][CH2:20][CH2:19]1.